Regression. Given a peptide amino acid sequence and an MHC pseudo amino acid sequence, predict their binding affinity value. This is MHC class I binding data. From a dataset of Peptide-MHC class I binding affinity with 185,985 pairs from IEDB/IMGT. (1) The peptide sequence is YVIPHVHAF. The binding affinity (normalized) is 0.589. The MHC is HLA-A29:02 with pseudo-sequence HLA-A29:02. (2) The peptide sequence is SRLGIVVLR. The MHC is HLA-B15:09 with pseudo-sequence HLA-B15:09. The binding affinity (normalized) is 0.0847. (3) The peptide sequence is LATLNTLITL. The MHC is HLA-A02:01 with pseudo-sequence HLA-A02:01. The binding affinity (normalized) is 0.377. (4) The peptide sequence is KNWMTQTLLI. The MHC is Mamu-B03 with pseudo-sequence Mamu-B03. The binding affinity (normalized) is 0.355.